The task is: Predict the reactants needed to synthesize the given product.. This data is from Full USPTO retrosynthesis dataset with 1.9M reactions from patents (1976-2016). (1) Given the product [F:1][C:2]1[CH:3]=[C:4](/[CH:28]=[CH:29]/[C:30]([OH:32])=[O:31])[CH:5]=[CH:6][C:7]=1[O:8][C:9]1[C:18]2[C:13](=[CH:14][C:15]([O:19][CH3:20])=[CH:16][CH:17]=2)[CH:12]=[C:11]([CH3:21])[C:10]=1[C:22]1[CH:27]=[CH:26][CH:25]=[CH:24][CH:23]=1, predict the reactants needed to synthesize it. The reactants are: [F:1][C:2]1[CH:3]=[C:4](/[CH:28]=[CH:29]/[C:30]([O:32]CC)=[O:31])[CH:5]=[CH:6][C:7]=1[O:8][C:9]1[C:18]2[C:13](=[CH:14][C:15]([O:19][CH3:20])=[CH:16][CH:17]=2)[CH:12]=[C:11]([CH3:21])[C:10]=1[C:22]1[CH:27]=[CH:26][CH:25]=[CH:24][CH:23]=1.[OH-].[Na+].Cl. (2) Given the product [CH:1]([C:4]1[O:5][C:6]([C:24]2[CH:29]=[CH:28][C:27]([C:30]([F:33])([F:31])[F:32])=[CH:26][CH:25]=2)=[CH:7][C:8]=1[CH:9]([O:14][C:15]1[CH:23]=[CH:22][C:18]([C:19]([N:35]([CH3:34])[CH2:36][CH2:37][C:38]([OH:40])=[O:39])=[O:20])=[CH:17][CH:16]=1)[CH2:10][CH:11]([CH3:13])[CH3:12])([CH3:2])[CH3:3], predict the reactants needed to synthesize it. The reactants are: [CH:1]([C:4]1[O:5][C:6]([C:24]2[CH:29]=[CH:28][C:27]([C:30]([F:33])([F:32])[F:31])=[CH:26][CH:25]=2)=[CH:7][C:8]=1[CH:9]([O:14][C:15]1[CH:23]=[CH:22][C:18]([C:19](O)=[O:20])=[CH:17][CH:16]=1)[CH2:10][CH:11]([CH3:13])[CH3:12])([CH3:3])[CH3:2].[CH3:34][NH:35][CH2:36][CH2:37][C:38]([O:40]CC)=[O:39]. (3) Given the product [CH:28]1([NH:27][C:25](=[O:26])[C:24]2[CH:31]=[CH:32][C:33]([CH3:34])=[C:22]([N:18]3[CH:19]=[CH:20][N:21]=[C:16]([NH:15][C:12]4([C:6]5[CH:7]=[CH:8][CH:9]=[C:10]([F:11])[C:5]=5[O:4][CH2:3][CH2:2][NH:36][CH2:37][C@H:38]([OH:39])[CH3:41])[CH2:14][CH2:13]4)[C:17]3=[O:35])[CH:23]=2)[CH2:30][CH2:29]1, predict the reactants needed to synthesize it. The reactants are: Cl[CH2:2][CH2:3][O:4][C:5]1[C:10]([F:11])=[CH:9][CH:8]=[CH:7][C:6]=1[C:12]1([NH:15][C:16]2[C:17](=[O:35])[N:18]([C:22]3[CH:23]=[C:24]([CH:31]=[CH:32][C:33]=3[CH3:34])[C:25]([NH:27][CH:28]3[CH2:30][CH2:29]3)=[O:26])[CH:19]=[CH:20][N:21]=2)[CH2:14][CH2:13]1.[NH2:36][CH2:37][CH2:38][OH:39].O1CCOC[CH2:41]1.